This data is from Experimentally validated miRNA-target interactions with 360,000+ pairs, plus equal number of negative samples. The task is: Binary Classification. Given a miRNA mature sequence and a target amino acid sequence, predict their likelihood of interaction. (1) The miRNA is mmu-miR-10b-5p with sequence UACCCUGUAGAACCGAAUUUGUG. The protein sequence of the target gene is MKPFHTALSFLILTTALGIWAQITHATETKEVQSSLKAQQGLEIEMFHMGFQDSSDCCLSYNSRIQCSRFIGYFPTSGGCTRPGIIFISKRGFQVCANPSDRRVQRCIERLEQNSQPRTYKQ. Result: 1 (interaction). (2) The miRNA is hsa-miR-3150b-5p with sequence CAACCUCGAGGAUCUCCCCAGC. Result: 0 (no interaction). The protein sequence of the target gene is MAGGAREVLTLQLGHFAGFVGAHWWNQQDAALGRATDSKEPPGELCPDVLYRTGRTLHGQETYTPRLILMDLKGSLSSLKEEGGLYRDKQLDAAIAWQGKLTTHKEELYPKNPYLQDFLSAEGVLSSDGVWRVKSIPNGKGSSPLPTATTPKPLIPTEASIRVWSDFLRVHLHPRSICMIQKYNHDGEAGRLEAFGQGESVLKEPKYQEELEDRLHFYVEECDYLQGFQILCDLHDGFSGVGAKAAELLQDEYSGRGIITWGLLPGPYHRGEAQRNIYRLLNTAFGLVHLTAHSSLVCPL.... (3) The miRNA is hsa-miR-3177-3p with sequence UGCACGGCACUGGGGACACGU. The protein sequence of the target gene is MEEGGNLGGLIKMVHLLVLSGAWGMQMWVTFVSGFLLFRSLPRHTFGLVQSKLFPFYFHISMGCAFINLCILASQHAWAQLTFWEASQLYLLFLSLTLATVNARWLEPRTTAAMWALQTVEKERGLGGEVPGSHQGPDPYRQLREKDPKYSALRQNFFRYHGLSSLCNLGCVLSNGLCLAGLALEIRSL. Result: 0 (no interaction). (4) The miRNA is mmu-miR-466e-3p with sequence UAUACAUACACGCACACAUAAGA. The protein sequence of the target gene is MMISRPPPALGGDQFSILILLVLLTSTAPISAATIRVSPDCGKPQQLNRIVGGEDSMDAQWPWIVSILKNGSHHCAGSLLTNRWVVTAAHCFKSNMDKPSLFSVLLGAWKLGSPGPRSQKVGIAWVLPHPRYSWKEGTHADIALVRLEHSIQFSERILPICLPDSSVRLPPKTDCWIAGWGSIQDGVPLPHPQTLQKLKVPIIDSELCKSLYWRGAGQEAITEGMLCAGYLEGERDACLGDSGGPLMCQVDDHWLLTGIISWGEGCAERNRPGVYTSLLAHRSWVQRIVQGVQLRGYLAD.... Result: 0 (no interaction). (5) The miRNA is hsa-miR-500a-5p with sequence UAAUCCUUGCUACCUGGGUGAGA. The protein sequence of the target gene is MSLRKQTPSDFLKQIIGRPVVVKLNSGVDYRGVLACLDGYMNIALEQTEEYVNGQLKNKYGDAFIRGNNVLYISTQKRRM. Result: 0 (no interaction). (6) The miRNA is cel-miR-240-3p with sequence UACUGGCCCCCAAAUCUUCGCU. The protein sequence of the target gene is MSVVVQHVEEKAVHSWSRISTAGKKALEEALLVFNPMSQDLSATEAQLVAFLQGLRDDGFQPTILRSGDVYGYSSCTANPPSQTKLQARAPNPTATSPPASAPRTAMRLPAGRATLLPMPLSGRLAKASTPALAKHATTNLLLSSLKQSSASHARGAAVGFPTHLYPGVYPAMRLSVVLEALVPLKTPMPCLGAKHKAQSLQLSLADSPLKLRKSSGKGPGNPRPKAPRKTTSKGPKCLTRKGPGAGPRRGSGHQSKTNRATGSPSVRRMKGGSALGTKTAQAKVARTLAKAARAQAKVA.... Result: 0 (no interaction). (7) The miRNA is hsa-miR-651-3p with sequence AAAGGAAAGUGUAUCCUAAAAG. The protein sequence of the target gene is MGCCFTKRRKSEKAEGEEEQPKLYSWDQREKVDPKDYMFSGLKDETVGRLPGKVAGQQFVIQDCENCNIYIFDHSATITIDDCTNCVIFLGPVKGSVFFRNCRDCKCTLACQQFRVRDCRKLEVFLCCATQPIIESSTNIKFGCFQWYYPELAAQFKDAGLSIFNNIWSHVHDFTPVSGELNWSLLPENAVVQDYVPIPMTEEFKAVRISTEANRSIVPVSRGQRQKYSDESCLVVLFADDYTTANARKLIDEMVGKGFSLVQTKEMSMKTEDAQRVFQEKASDFLLLLNKGPVIALEFN.... Result: 0 (no interaction).